From a dataset of Forward reaction prediction with 1.9M reactions from USPTO patents (1976-2016). Predict the product of the given reaction. (1) Given the reactants [Cl:1][C:2]1[CH:3]=[CH:4][C:5]([OH:22])=[C:6]2[C:11]=1[NH:10][C:9](=[O:12])[C:8]([CH2:13][C:14]1[CH:19]=[CH:18][C:17]([Cl:20])=[CH:16][CH:15]=1)=[C:7]2[CH3:21].[CH3:23][O:24][C:25](=[O:29])[CH:26](Br)[CH3:27], predict the reaction product. The product is: [CH3:23][O:24][C:25](=[O:29])[CH:26]([O:22][C:5]1[CH:4]=[CH:3][C:2]([Cl:1])=[C:11]2[C:6]=1[C:7]([CH3:21])=[C:8]([CH2:13][C:14]1[CH:19]=[CH:18][C:17]([Cl:20])=[CH:16][CH:15]=1)[C:9](=[O:12])[NH:10]2)[CH3:27]. (2) Given the reactants [F:1][C:2]([F:20])([F:19])[C:3]1[CH:4]=[C:5]([C:9]2[CH:10]=[C:11]([CH:16]=[CH:17][N:18]=2)[C:12]([O:14][CH3:15])=[O:13])[CH:6]=[CH:7][CH:8]=1, predict the reaction product. The product is: [F:19][C:2]([F:1])([F:20])[C:3]1[CH:4]=[C:5]([CH:9]2[CH2:10][CH:11]([C:12]([O:14][CH3:15])=[O:13])[CH2:16][CH2:17][NH:18]2)[CH:6]=[CH:7][CH:8]=1. (3) The product is: [CH3:56][O:58][C:31]1[CH:30]=[CH:32][C:33]([C:42]([O:9][CH2:8][C@H:7]2[O:6][C@@H:5]([N:10]3[CH:17]=[C:16]([CH3:18])[C:14](=[O:15])[NH:13][C:11]3=[O:12])[C@H:4]([O:19][CH2:20][CH2:21][O:22][CH3:23])[C@@H:3]2[CH2:2][I:1])([C:43]2[CH:44]=[CH:45][CH:46]=[CH:47][CH:48]=2)[C:49]2[CH:50]=[CH:51][CH:52]=[CH:53][CH:54]=2)=[CH:34][CH:35]=1. Given the reactants [I:1][CH2:2][C@@H:3]1[C@@H:7]([CH2:8][OH:9])[O:6][C@@H:5]([N:10]2[CH:17]=[C:16]([CH3:18])[C:14](=[O:15])[NH:13][C:11]2=[O:12])[C@@H:4]1[O:19][CH2:20][CH2:21][O:22][CH3:23].C(N([CH:30]([CH3:32])[CH3:31])CC)(C)C.[CH2:33]([C:42](Cl)([C:49]1[CH:54]=[CH:53][CH:52]=[CH:51][CH:50]=1)[C:43]1[CH:48]=[CH:47][CH:46]=[CH:45][CH:44]=1)[C:34]1C=CC(OC)=C[CH:35]=1.[C:56](OCC)(=[O:58])C, predict the reaction product. (4) The product is: [C:33]([O:32][C:37]([N:39]1[CH2:44][CH2:43][CH:42]([CH2:45][O:13][C:14]2[CH:15]=[C:16]([O:21][S:22]([C:25]3[CH:30]=[CH:29][CH:28]=[CH:27][C:26]=3[Cl:31])(=[O:24])=[O:23])[CH:17]=[C:18]([CH3:20])[CH:19]=2)[CH2:41][CH2:40]1)=[O:38])([CH3:36])([CH3:34])[CH3:35]. Given the reactants N(C(OCC)=O)=NC(OCC)=O.[OH:13][C:14]1[CH:15]=[C:16]([O:21][S:22]([C:25]2[CH:30]=[CH:29][CH:28]=[CH:27][C:26]=2[Cl:31])(=[O:24])=[O:23])[CH:17]=[C:18]([CH3:20])[CH:19]=1.[O:32]([C:37]([N:39]1[CH2:44][CH2:43][CH:42]([CH2:45]O)[CH2:41][CH2:40]1)=[O:38])[C:33]([CH3:36])([CH3:35])[CH3:34].C1(P(C2C=CC=CC=2)C2C=CC=CC=2)C=CC=CC=1, predict the reaction product. (5) The product is: [CH2:20]([O:19][C:17](=[O:18])[NH:16][CH:8]1[CH2:7][C:6](=[O:23])[O:13][CH:9]1[O:10][CH2:11][CH3:12])[CH:21]=[CH2:22]. Given the reactants C(O[C:6](=[O:23])[CH2:7][CH:8]([NH:16][C:17]([O:19][CH2:20][CH:21]=[CH2:22])=[O:18])[CH:9]([O:13]CC)[O:10][CH2:11][CH3:12])(C)(C)C.FC(F)(F)C(O)=O, predict the reaction product. (6) The product is: [OH:9][CH2:8][C:5]1[CH:6]=[CH:7][C:2]([S:1][C:11]2[CH:12]=[N:13][CH:14]=[C:15]([CH:18]=2)[C:16]#[N:17])=[CH:3][CH:4]=1. Given the reactants [SH:1][C:2]1[CH:7]=[CH:6][C:5]([CH2:8][OH:9])=[CH:4][CH:3]=1.Br[C:11]1[CH:12]=[N:13][CH:14]=[C:15]([CH:18]=1)[C:16]#[N:17], predict the reaction product. (7) Given the reactants [CH:1]([N:4]1[C:8]([C:9]2[CH2:13][N:12]([C:14]([O:16][C:17]([CH3:20])([CH3:19])[CH3:18])=[O:15])[CH2:11][C:10]=2[C:21](OCC)=[O:22])=[CH:7][CH:6]=[N:5]1)([CH3:3])[CH3:2].[H-].[H-].[H-].[H-].[Li+].[Al+3], predict the reaction product. The product is: [OH:22][CH2:21][C:10]1[CH2:11][N:12]([C:14]([O:16][C:17]([CH3:19])([CH3:18])[CH3:20])=[O:15])[CH2:13][C:9]=1[C:8]1[N:4]([CH:1]([CH3:3])[CH3:2])[N:5]=[CH:6][CH:7]=1. (8) Given the reactants Cl[C:2]1[C:7]([CH3:8])=[N:6][C:5]([CH3:9])=[C:4]([N:10]2[CH2:14][CH2:13][CH2:12][CH:11]2[C:15]2[CH:20]=[CH:19][C:18]([CH3:21])=[CH:17][CH:16]=2)[N:3]=1.[NH2:22][C:23]1[S:24][C:25]([C:28]#[N:29])=[CH:26][N:27]=1.CC(C1C=C(C(C)C)C(C2C(P(C(C)(C)C)C(C)(C)C)=CC=CC=2)=C(C(C)C)C=1)C.P([O-])([O-])([O-])=O.[K+].[K+].[K+], predict the reaction product. The product is: [CH3:8][C:7]1[C:2]([NH:22][C:23]2[S:24][C:25]([C:28]#[N:29])=[CH:26][N:27]=2)=[N:3][C:4]([N:10]2[CH2:14][CH2:13][CH2:12][CH:11]2[C:15]2[CH:20]=[CH:19][C:18]([CH3:21])=[CH:17][CH:16]=2)=[C:5]([CH3:9])[N:6]=1. (9) Given the reactants [CH3:1][C:2]1[CH:3]=[C:4]([CH:9]=[C:10]([CH3:34])[C:11]=1[CH2:12][C:13]1[CH:18]=[CH:17][C:16]([O:19][CH2:20][O:21][CH3:22])=[C:15]([C:23](=[O:33])[NH:24][CH2:25][CH2:26][C:27]2[CH:32]=[CH:31][CH:30]=[CH:29][CH:28]=2)[CH:14]=1)[C:5](OC)=[O:6].[Li+].[BH4-].CO, predict the reaction product. The product is: [OH:6][CH2:5][C:4]1[CH:3]=[C:2]([CH3:1])[C:11]([CH2:12][C:13]2[CH:18]=[CH:17][C:16]([O:19][CH2:20][O:21][CH3:22])=[C:15]([CH:14]=2)[C:23]([NH:24][CH2:25][CH2:26][C:27]2[CH:32]=[CH:31][CH:30]=[CH:29][CH:28]=2)=[O:33])=[C:10]([CH3:34])[CH:9]=1. (10) Given the reactants [CH2:1]([C@H:8]1[CH2:12][O:11][C:10](=[O:13])[N:9]1[C:14](=[O:43])[CH2:15][CH2:16][C@@H:17]1[CH2:22][CH2:21][C@@H:20]([O:23][CH2:24][C:25]2[CH:30]=[CH:29][C:28]([O:31][CH3:32])=[CH:27][CH:26]=2)[CH2:19][N:18]1[S:33]([C:36]1[CH:41]=[CH:40][C:39]([CH3:42])=[CH:38][CH:37]=1)(=[O:35])=[O:34])[C:2]1[CH:7]=[CH:6][CH:5]=[CH:4][CH:3]=1.C[Si]([N-][Si](C)(C)C)(C)C.[Na+].C1(C2[O:62]N2S(C2C=CC=CC=2)(=O)=O)C=CC=CC=1, predict the reaction product. The product is: [CH2:1]([C@H:8]1[CH2:12][O:11][C:10](=[O:13])[N:9]1[C:14](=[O:43])[C@@H:15]([OH:62])[CH2:16][C@@H:17]1[CH2:22][CH2:21][C@@H:20]([O:23][CH2:24][C:25]2[CH:30]=[CH:29][C:28]([O:31][CH3:32])=[CH:27][CH:26]=2)[CH2:19][N:18]1[S:33]([C:36]1[CH:37]=[CH:38][C:39]([CH3:42])=[CH:40][CH:41]=1)(=[O:34])=[O:35])[C:2]1[CH:3]=[CH:4][CH:5]=[CH:6][CH:7]=1.